Dataset: CYP2D6 inhibition data for predicting drug metabolism from PubChem BioAssay. Task: Regression/Classification. Given a drug SMILES string, predict its absorption, distribution, metabolism, or excretion properties. Task type varies by dataset: regression for continuous measurements (e.g., permeability, clearance, half-life) or binary classification for categorical outcomes (e.g., BBB penetration, CYP inhibition). Dataset: cyp2d6_veith. (1) The compound is CC(=O)c1c(C)[nH]c(C(=O)COc2cc(C)cc(C)c2)c1C. The result is 0 (non-inhibitor). (2) The drug is O=C(C[C@@H]1C=Cc2ccccc2N1C(=O)c1ccccc1)c1ccccc1. The result is 0 (non-inhibitor).